This data is from Forward reaction prediction with 1.9M reactions from USPTO patents (1976-2016). The task is: Predict the product of the given reaction. Given the reactants [NH2:1][C:2]1[CH:36]=[CH:35][C:5]([O:6][C:7]2[CH:12]=[CH:11][N:10]=[C:9]3[CH:13]=[C:14]([C:16]4[N:21]=[CH:20][C:19]([CH2:22][N:23]([CH2:31][CH2:32][O:33][CH3:34])[C:24](=[O:30])[O:25][C:26]([CH3:29])([CH3:28])[CH3:27])=[CH:18][CH:17]=4)[S:15][C:8]=23)=[C:4]([F:37])[C:3]=1[F:38].CC[N:41]([CH:45]([CH3:47])[CH3:46])[CH:42](C)C.ClC(Cl)([O:51]C(=O)OC(Cl)(Cl)Cl)Cl.C1(N)CC1, predict the reaction product. The product is: [CH:45]1([NH:41][C:42](=[O:51])[NH:1][C:2]2[CH:36]=[CH:35][C:5]([O:6][C:7]3[CH:12]=[CH:11][N:10]=[C:9]4[CH:13]=[C:14]([C:16]5[N:21]=[CH:20][C:19]([CH2:22][N:23]([CH2:31][CH2:32][O:33][CH3:34])[C:24](=[O:30])[O:25][C:26]([CH3:29])([CH3:28])[CH3:27])=[CH:18][CH:17]=5)[S:15][C:8]=34)=[C:4]([F:37])[C:3]=2[F:38])[CH2:46][CH2:47]1.